From a dataset of Catalyst prediction with 721,799 reactions and 888 catalyst types from USPTO. Predict which catalyst facilitates the given reaction. (1) Reactant: [CH:1]12[N:8]([C:9]3[CH:10]=[CH:11][C:12]([NH:15][C:16]4[C:17](=[O:24])[N:18]([CH3:23])[CH:19]=[C:20]([Br:22])[CH:21]=4)=[N:13][CH:14]=3)[CH:5]([CH2:6][CH2:7]1)[CH2:4][NH:3][CH2:2]2.[O:25]1[CH2:28][C:27](=O)[CH2:26]1.[BH3-]C#N.[Na+].O. Product: [Br:22][C:20]1[CH:21]=[C:16]([NH:15][C:12]2[CH:11]=[CH:10][C:9]([N:8]3[CH:5]4[CH2:6][CH2:7][CH:1]3[CH2:2][N:3]([CH:27]3[CH2:28][O:25][CH2:26]3)[CH2:4]4)=[CH:14][N:13]=2)[C:17](=[O:24])[N:18]([CH3:23])[CH:19]=1. The catalyst class is: 466. (2) The catalyst class is: 3. Reactant: [NH2:1][C:2]1[C:10]2[C:5](=[N:6][C:7]([CH:31]([CH3:33])[CH3:32])=[CH:8][C:9]=2[C:11]2[CH:16]=[CH:15][C:14]([NH:17][C:18]([NH:20][C:21]3[CH:26]=[CH:25][CH:24]=[C:23]([C:27]([F:30])([F:29])[F:28])[CH:22]=3)=[O:19])=[CH:13][CH:12]=2)[NH:4][N:3]=1.[H-].[Na+].Cl.Cl[CH2:38][CH2:39][N:40]1[CH2:45][CH2:44][O:43][CH2:42][CH2:41]1.C(N(CC)CC)C. Product: [NH2:1][C:2]1[C:10]2[C:5](=[N:6][C:7]([CH:31]([CH3:33])[CH3:32])=[CH:8][C:9]=2[C:11]2[CH:12]=[CH:13][C:14]([NH:17][C:18]([NH:20][C:21]3[CH:26]=[CH:25][CH:24]=[C:23]([C:27]([F:30])([F:28])[F:29])[CH:22]=3)=[O:19])=[CH:15][CH:16]=2)[N:4]([CH2:38][CH2:39][N:40]2[CH2:45][CH2:44][O:43][CH2:42][CH2:41]2)[N:3]=1. (3) Reactant: [I:1]I.[F:3][C:4]1[CH:5]=[C:6]([CH:14]=[C:15]([C:18]2[CH:26]=[C:25]3[C:21]([CH:22]=[N:23][NH:24]3)=[CH:20][CH:19]=2)[C:16]=1[CH3:17])[C:7]([O:9][C:10]([CH3:13])([CH3:12])[CH3:11])=[O:8].S(=O)(O)[O-].[Na+].C(O)(=O)CC(CC(O)=O)(C(O)=O)O. Product: [F:3][C:4]1[CH:5]=[C:6]([CH:14]=[C:15]([C:18]2[CH:26]=[C:25]3[C:21]([C:22]([I:1])=[N:23][NH:24]3)=[CH:20][CH:19]=2)[C:16]=1[CH3:17])[C:7]([O:9][C:10]([CH3:11])([CH3:13])[CH3:12])=[O:8]. The catalyst class is: 758. (4) Reactant: [OH:1][C@:2]1([CH3:35])[CH2:6][O:5][N:4]([C:7]([C:9]2[C:17]3[C:16](=[O:18])[N:15]([CH3:19])[C:14](=[O:20])[N:13]([CH:21]([CH3:23])[CH3:22])[C:12]=3[S:11][C:10]=2[CH2:24][C:25]2[C:26]([C:31]([F:34])([F:33])[F:32])=[N:27][NH:28][C:29]=2[CH3:30])=[O:8])[CH2:3]1.Cl.C[C@]1(O)CONC1.[N+](C1C=C(S(OC[C@@]2(C)CO2)(=O)=O)C=CC=1)([O-])=O.F[P-](F)(F)(F)(F)F.N1(OC(N(C)C)=[N+](C)C)C2N=CC=CC=2N=N1. Product: [OH:1][C@@:2]1([CH3:35])[CH2:6][O:5][N:4]([C:7]([C:9]2[C:17]3[C:16](=[O:18])[N:15]([CH3:19])[C:14](=[O:20])[N:13]([CH:21]([CH3:22])[CH3:23])[C:12]=3[S:11][C:10]=2[CH2:24][C:25]2[C:26]([C:31]([F:32])([F:33])[F:34])=[N:27][NH:28][C:29]=2[CH3:30])=[O:8])[CH2:3]1. The catalyst class is: 531. (5) Reactant: [NH2:1][C:2]1[CH:9]=[CH:8][C:5]([CH2:6][NH2:7])=[CH:4][CH:3]=1.[C:10]([O:14][C:15](O[C:15]([O:14][C:10]([CH3:13])([CH3:12])[CH3:11])=[O:16])=[O:16])([CH3:13])([CH3:12])[CH3:11]. Product: [C:10]([O:14][C:15]([NH:7][CH2:6][C:5]1[CH:8]=[CH:9][C:2]([NH2:1])=[CH:3][CH:4]=1)=[O:16])([CH3:13])([CH3:12])[CH3:11]. The catalyst class is: 7. (6) Reactant: [Cl:1][C:2]1[CH:7]=[C:6]([Cl:8])[N:5]=[CH:4][C:3]=1[C:9]1([C:12]#[N:13])[CH2:11][CH2:10]1.CC(C[AlH]CC(C)C)C.[BH4-].[Na+].C(C(C(C([O-])=O)O)O)([O-])=O.[Na+].[K+]. Product: [Cl:1][C:2]1[CH:7]=[C:6]([Cl:8])[N:5]=[CH:4][C:3]=1[C:9]1([CH2:12][NH2:13])[CH2:10][CH2:11]1. The catalyst class is: 224.